Dataset: Reaction yield outcomes from USPTO patents with 853,638 reactions. Task: Predict the reaction yield, written as a fraction of the theoretical maximum amount of product (1.0 means a 100% yield; for example, 0.34 means a 34% yield). (1) The reactants are [C:1]12([CH2:11][O:12][C:13]3[C:46]([CH:47]4[CH2:49][CH2:48]4)=[CH:45][C:16]([C:17]([NH:19][S:20]([N:23]4[CH2:26][CH:25]([O:27][Si](C(C)(C)C)(C5C=CC=CC=5)C5C=CC=CC=5)[CH2:24]4)(=[O:22])=[O:21])=[O:18])=[C:15]([F:50])[CH:14]=3)[CH2:10][CH:5]3[CH2:6][CH:7]([CH2:9][CH:3]([CH2:4]3)[CH2:2]1)[CH2:8]2.[F-].C([N+](CCCC)(CCCC)CCCC)CCC. The catalyst is ClCCl. The product is [C:1]12([CH2:11][O:12][C:13]3[C:46]([CH:47]4[CH2:48][CH2:49]4)=[CH:45][C:16]([C:17]([NH:19][S:20]([N:23]4[CH2:26][CH:25]([OH:27])[CH2:24]4)(=[O:22])=[O:21])=[O:18])=[C:15]([F:50])[CH:14]=3)[CH2:2][CH:3]3[CH2:4][CH:5]([CH2:6][CH:7]([CH2:9]3)[CH2:8]1)[CH2:10]2. The yield is 0.360. (2) The reactants are [CH3:1][O:2][CH2:3][CH2:4][CH2:5]O.C1(P(C2C=CC=CC=2)C2C=CC=CC=2)C=CC=CC=1.N(C(OC(C)C)=O)=NC(OC(C)C)=O.[Br:40][C:41]1[CH:42]=[C:43]([N:48]2[C:52](=[O:53])[O:51][N:50]=[C:49]2[C:54]2[C:55]([NH:59]C(=O)C(F)(F)F)=[N:56][O:57][N:58]=2)[CH:44]=[CH:45][C:46]=1[F:47]. The catalyst is O1CCCC1. The product is [Br:40][C:41]1[CH:42]=[C:43]([N:48]2[C:52](=[O:53])[O:51][N:50]=[C:49]2[C:54]2[C:55]([NH:59][CH2:5][CH2:4][CH2:3][O:2][CH3:1])=[N:56][O:57][N:58]=2)[CH:44]=[CH:45][C:46]=1[F:47]. The yield is 0.540.